This data is from Reaction yield outcomes from USPTO patents with 853,638 reactions. The task is: Predict the reaction yield, written as a fraction of the theoretical maximum amount of product (1.0 means a 100% yield; for example, 0.34 means a 34% yield). (1) The reactants are [CH3:1][C:2]1[CH:7]=[CH:6][C:5]([C:8]([C:17]2[CH:22]=[CH:21][C:20]([CH3:23])=[CH:19][CH:18]=2)([C:10]2[CH:15]=[CH:14][C:13]([CH3:16])=[CH:12][CH:11]=2)O)=[CH:4][CH:3]=1.S(Cl)(Cl)=O.[NH:28]1[CH2:33][CH2:32][CH2:31][CH2:30][CH2:29]1. The catalyst is C(Cl)(Cl)Cl.C(#N)C. The product is [CH3:1][C:2]1[CH:7]=[CH:6][C:5]([C:8]([C:17]2[CH:22]=[CH:21][C:20]([CH3:23])=[CH:19][CH:18]=2)([C:10]2[CH:15]=[CH:14][C:13]([CH3:16])=[CH:12][CH:11]=2)[N:28]2[CH2:33][CH2:32][CH2:31][CH2:30][CH2:29]2)=[CH:4][CH:3]=1. The yield is 0.920. (2) No catalyst specified. The product is [O:1]1[CH:5]=[CH:4][CH:3]=[C:2]1[C:6]([N:8]1[C:17]2[C:12](=[CH:13][CH:14]=[C:15]([C:36]([N:31]3[CH2:35][CH2:34][CH2:33][CH2:32]3)=[O:37])[CH:16]=2)[N:11]([C:27](=[O:29])[CH3:28])[C@@H:10]([CH3:30])[CH2:9]1)=[O:7]. The yield is 0.0800. The reactants are [O:1]1[CH:5]=[CH:4][CH:3]=[C:2]1[C:6]([N:8]1[C:17]2[C:12](=[CH:13][CH:14]=[C:15](B3OC(C)(C)C(C)(C)O3)[CH:16]=2)[N:11]([C:27](=[O:29])[CH3:28])[C@@H:10]([CH3:30])[CH2:9]1)=[O:7].[N:31]1([C:36](Cl)=[O:37])[CH2:35][CH2:34][CH2:33][CH2:32]1.[F-].[Cs+]. (3) The reactants are [CH:1]1[C:10]2[C:5](=[CH:6][C:7]([C:11]#[C:12][C:13]#[N:14])=[CH:8][CH:9]=2)[CH:4]=[CH:3][N:2]=1.Cl.[NH2:16][OH:17]. The catalyst is CCO.[OH-].[Na+].CCOC(C)=O. The product is [CH:1]1[C:10]2[C:5](=[CH:6][C:7]([C:11]3[O:17][N:16]=[C:13]([NH2:14])[CH:12]=3)=[CH:8][CH:9]=2)[CH:4]=[CH:3][N:2]=1. The yield is 0.980. (4) The reactants are N([O-])=O.[Na+].[NH2:5][C:6]1[N:15]=[C:14]([NH2:16])[C:13]2[C:8](=[CH:9][CH:10]=[CH:11][CH:12]=2)[N:7]=1.[I-:17].[K+].N. The yield is 0.200. The product is [NH2:5][C:6]1[N:15]=[C:14]([NH2:16])[C:13]2[C:8](=[CH:9][CH:10]=[C:11]([I:17])[CH:12]=2)[N:7]=1. The catalyst is O.Cl. (5) The reactants are [Cl:1][C:2]1[N:7]=[C:6](Cl)[CH:5]=[CH:4][N:3]=1.C([O-])([O-])=O.[Na+].[Na+].[CH3:15][O:16][C:17]1[CH:18]=[C:19]2[C:23](=[CH:24][CH:25]=1)[CH2:22][NH:21][CH2:20]2. The catalyst is CCO. The product is [Cl:1][C:2]1[N:7]=[C:6]([N:21]2[CH2:20][C:19]3[C:23](=[CH:24][CH:25]=[C:17]([O:16][CH3:15])[CH:18]=3)[CH2:22]2)[CH:5]=[CH:4][N:3]=1. The yield is 0.478. (6) The reactants are Br[C:2]1[CH:3]=[C:4]([N:22]([CH2:29][CH2:30][O:31][CH3:32])[CH:23]2[CH2:28][CH2:27][O:26][CH2:25][CH2:24]2)[C:5]([CH3:21])=[C:6]([CH:20]=1)[C:7]([NH:9][CH2:10][C:11]1[C:12](=[O:19])[NH:13][C:14]([CH3:18])=[CH:15][C:16]=1[CH3:17])=[O:8].[O:33]1[CH2:38][CH2:37][N:36]([CH2:39][C:40]2[CH:45]=[CH:44][C:43](B(O)O)=[CH:42][CH:41]=2)[CH2:35][CH2:34]1.C(=O)([O-])[O-].[Na+].[Na+]. The catalyst is O1CCOCC1.O. The product is [CH3:17][C:16]1[CH:15]=[C:14]([CH3:18])[NH:13][C:12](=[O:19])[C:11]=1[CH2:10][NH:9][C:7]([C:6]1[CH:20]=[C:2]([C:43]2[CH:42]=[CH:41][C:40]([CH2:39][N:36]3[CH2:37][CH2:38][O:33][CH2:34][CH2:35]3)=[CH:45][CH:44]=2)[CH:3]=[C:4]([N:22]([CH2:29][CH2:30][O:31][CH3:32])[CH:23]2[CH2:28][CH2:27][O:26][CH2:25][CH2:24]2)[C:5]=1[CH3:21])=[O:8]. The yield is 0.380.